This data is from Full USPTO retrosynthesis dataset with 1.9M reactions from patents (1976-2016). The task is: Predict the reactants needed to synthesize the given product. (1) Given the product [Cl:16][C:12]1[C:11]([C:17]2[CH:22]=[CH:21][CH:20]=[C:19]([CH2:23][CH3:24])[CH:18]=2)=[C:10]([C@@:8]([OH:9])([C@@H:25]2[CH2:30][CH2:29][CH2:28][N:27]([C:31]([C:33]3[CH:48]=[CH:47][C:36]([CH2:37][NH:38][CH3:39])=[CH:35][CH:34]=3)=[O:32])[CH2:26]2)[CH2:7][CH2:6][CH2:5][NH:4][C:1](=[O:3])[CH3:2])[CH:15]=[CH:14][CH:13]=1, predict the reactants needed to synthesize it. The reactants are: [C:1]([NH:4][CH2:5][CH2:6][CH2:7][C@:8]([C@@H:25]1[CH2:30][CH2:29][CH2:28][N:27]([C:31]([C:33]2[CH:48]=[CH:47][C:36]([CH2:37][N:38](C)[C:39](=O)OC(C)(C)C)=[CH:35][CH:34]=2)=[O:32])[CH2:26]1)([C:10]1[CH:15]=[CH:14][CH:13]=[C:12]([Cl:16])[C:11]=1[C:17]1[CH:22]=[CH:21][CH:20]=[C:19]([CH2:23][CH3:24])[CH:18]=1)[OH:9])(=[O:3])[CH3:2].Cl. (2) Given the product [CH3:14][O:15][C:16]1[CH:17]=[C:18]([CH2:24][CH2:25][NH:26][C:11](=[O:13])[CH2:10][CH2:9][C:5]2[CH:6]=[CH:7][CH:8]=[C:3]([O:2][CH3:1])[CH:4]=2)[CH:19]=[CH:20][C:21]=1[O:22][CH3:23], predict the reactants needed to synthesize it. The reactants are: [CH3:1][O:2][C:3]1[CH:4]=[C:5]([CH2:9][CH2:10][C:11]([OH:13])=O)[CH:6]=[CH:7][CH:8]=1.[CH3:14][O:15][C:16]1[CH:17]=[C:18]([CH2:24][CH2:25][NH2:26])[CH:19]=[CH:20][C:21]=1[O:22][CH3:23]. (3) Given the product [F:15][C:14]1[C:13]2[C:12]3[C:7](=[CH:8][CH:9]=[C:10]([C:16]([N:18]4[CH2:23][CH2:22][O:21][CH2:20][CH2:19]4)=[O:17])[CH:11]=3)[NH:6][C:5]=2[C:4]([C:24]([NH2:26])=[O:25])=[CH:3][C:2]=1[C:32]1[CH:33]=[CH:34][C:29]([O:28][CH3:27])=[CH:30][CH:31]=1, predict the reactants needed to synthesize it. The reactants are: Br[C:2]1[CH:3]=[C:4]([C:24]([NH2:26])=[O:25])[C:5]2[NH:6][C:7]3[C:12]([C:13]=2[C:14]=1[F:15])=[CH:11][C:10]([C:16]([N:18]1[CH2:23][CH2:22][O:21][CH2:20][CH2:19]1)=[O:17])=[CH:9][CH:8]=3.[CH3:27][O:28][C:29]1[CH:34]=[CH:33][C:32](B(O)O)=[CH:31][CH:30]=1.C([O-])([O-])=O.[Na+].[Na+].C1(C)C=CC=CC=1. (4) Given the product [CH2:13]([O:15][C:16](=[O:19])[CH2:17][CH2:18][C:2]1[C:9]([CH3:10])=[CH:8][C:5]([C:6]#[N:7])=[CH:4][C:3]=1[CH2:11][CH3:12])[CH3:14], predict the reactants needed to synthesize it. The reactants are: Br[C:2]1[C:9]([CH3:10])=[CH:8][C:5]([C:6]#[N:7])=[CH:4][C:3]=1[CH2:11][CH3:12].[CH2:13]([O:15][CH:16]([O:19]CC)[CH:17]=[CH2:18])[CH3:14]. (5) Given the product [O:32]=[C:23]1[N:22]([CH2:33][CH2:34][CH3:35])[C:21]2[N:20]=[C:19]([C:14]34[CH2:15][CH2:16][C:11]([CH2:10][CH2:9][P:4](=[O:3])([OH:5])[OH:8])([CH2:12][CH2:13]3)[CH2:18][CH2:17]4)[NH:27][C:26]=2[C:25](=[O:28])[N:24]1[CH2:29][CH2:30][CH3:31], predict the reactants needed to synthesize it. The reactants are: C([O:3][P:4]([CH2:9][CH2:10][C:11]12[CH2:18][CH2:17][C:14]([C:19]3[NH:27][C:26]4[C:25](=[O:28])[N:24]([CH2:29][CH2:30][CH3:31])[C:23](=[O:32])[N:22]([CH2:33][CH2:34][CH3:35])[C:21]=4[N:20]=3)([CH2:15][CH2:16]1)[CH2:13][CH2:12]2)(=[O:8])[O:5]CC)C.C[Si](Br)(C)C.O. (6) Given the product [ClH:43].[F:3][C:4]1[CH:9]=[CH:8][C:7]([N:10]2[CH2:15][CH2:14][N:13]([C:16]3[C:17]([CH3:30])=[C:18]([CH3:29])[C:19]4[O:23][C:22]([CH3:24])([CH3:25])[CH:21]([N:34]5[CH2:35][CH2:36][CH2:33][CH2:32]5)[C:20]=4[C:27]=3[CH3:28])[CH2:12][CH2:11]2)=[CH:6][CH:5]=1, predict the reactants needed to synthesize it. The reactants are: [BH4-].[Na+].[F:3][C:4]1[CH:9]=[CH:8][C:7]([N:10]2[CH2:15][CH2:14][N:13]([C:16]3[C:17]([CH3:30])=[C:18]([CH3:29])[C:19]4[O:23][C:22]([CH3:25])([CH3:24])[C:21](=O)[C:20]=4[C:27]=3[CH3:28])[CH2:12][CH2:11]2)=[CH:6][CH:5]=1.Cl.[CH2:32]([N:34](CC)[CH2:35][CH3:36])[CH3:33].CS([Cl:43])(=O)=O.N1CCCC1.